From a dataset of Peptide-MHC class I binding affinity with 185,985 pairs from IEDB/IMGT. Regression. Given a peptide amino acid sequence and an MHC pseudo amino acid sequence, predict their binding affinity value. This is MHC class I binding data. (1) The peptide sequence is KTTKSWLQK. The MHC is HLA-A26:01 with pseudo-sequence HLA-A26:01. The binding affinity (normalized) is 0.0847. (2) The peptide sequence is EVVMAYVGIK. The MHC is HLA-A02:02 with pseudo-sequence HLA-A02:02. The binding affinity (normalized) is 0.132. (3) The peptide sequence is RLSLTALSA. The MHC is HLA-A02:02 with pseudo-sequence HLA-A02:02. The binding affinity (normalized) is 0.385. (4) The peptide sequence is FFASFYYIWK. The MHC is HLA-A68:01 with pseudo-sequence HLA-A68:01. The binding affinity (normalized) is 0.588. (5) The peptide sequence is NHINVELSS. The MHC is Mamu-A07 with pseudo-sequence Mamu-A07. The binding affinity (normalized) is 0.146. (6) The peptide sequence is IGKMNKHYK. The MHC is HLA-B27:03 with pseudo-sequence HLA-B27:03. The binding affinity (normalized) is 0.0847. (7) The peptide sequence is WPISAILWF. The MHC is HLA-B15:01 with pseudo-sequence HLA-B15:01. The binding affinity (normalized) is 0.0847.